This data is from Catalyst prediction with 721,799 reactions and 888 catalyst types from USPTO. The task is: Predict which catalyst facilitates the given reaction. Reactant: [OH:1][C:2]1[CH:3]=[CH:4][C:5]([N:8]([CH2:31][C:32]2[CH:33]=[C:34]([CH:37]=[C:38]([C:40]([F:43])([F:42])[F:41])[CH:39]=2)[C:35]#[N:36])[CH2:9][C:10]2[CH:15]=[C:14]([C:16]([F:19])([F:18])[F:17])[CH:13]=[CH:12][C:11]=2[C:20]2[CH:25]=[C:24]([CH:26]([CH3:28])[CH3:27])[CH:23]=[CH:22][C:21]=2[O:29][CH3:30])=[N:6][CH:7]=1.[H-].[Na+].Br[CH2:47][CH2:48][CH2:49][C:50]([O:52][C:53]([CH3:56])([CH3:55])[CH3:54])=[O:51].O. Product: [C:35]([C:34]1[CH:33]=[C:32]([CH:39]=[C:38]([C:40]([F:43])([F:41])[F:42])[CH:37]=1)[CH2:31][N:8]([CH2:9][C:10]1[CH:15]=[C:14]([C:16]([F:18])([F:19])[F:17])[CH:13]=[CH:12][C:11]=1[C:20]1[CH:25]=[C:24]([CH:26]([CH3:28])[CH3:27])[CH:23]=[CH:22][C:21]=1[O:29][CH3:30])[C:5]1[N:6]=[CH:7][C:2]([O:1][CH2:47][CH2:48][CH2:49][C:50]([O:52][C:53]([CH3:56])([CH3:55])[CH3:54])=[O:51])=[CH:3][CH:4]=1)#[N:36]. The catalyst class is: 9.